Dataset: Reaction yield outcomes from USPTO patents with 853,638 reactions. Task: Predict the reaction yield, written as a fraction of the theoretical maximum amount of product (1.0 means a 100% yield; for example, 0.34 means a 34% yield). (1) The reactants are Cl[C:2]1[CH:3]=[C:4]([CH:9]=[C:10]([Cl:12])[N:11]=1)[C:5]([O:7][CH3:8])=[O:6].[CH:13]([NH2:16])([CH3:15])[CH3:14].C([O-])([O-])=O.[Cs+].[Cs+].C1C=CC(P(C2C(C3C(P(C4C=CC=CC=4)C4C=CC=CC=4)=CC=C4C=3C=CC=C4)=C3C(C=CC=C3)=CC=2)C2C=CC=CC=2)=CC=1. The catalyst is C1(C)C=CC=CC=1.CC([O-])=O.CC([O-])=O.[Pd+2]. The product is [Cl:12][C:10]1[CH:9]=[C:4]([CH:3]=[C:2]([NH:16][CH:13]([CH3:15])[CH3:14])[N:11]=1)[C:5]([O:7][CH3:8])=[O:6]. The yield is 0.273. (2) The reactants are Br[CH2:2][C:3]([NH:5][C:6]1[CH:11]=[C:10]([O:12][C:13]([F:16])([F:15])[F:14])[CH:9]=[CH:8][C:7]=1[OH:17])=[O:4].C(=O)([O-])[O-].[K+].[K+].CC#N.O.FC(F)(F)C(O)=O. The catalyst is CN(C)C=O.C(OCC)(=O)C. The product is [F:14][C:13]([F:16])([F:15])[O:12][C:10]1[CH:9]=[CH:8][C:7]2[O:17][CH2:2][C:3](=[O:4])[NH:5][C:6]=2[CH:11]=1. The yield is 0.910. (3) The reactants are Cl.Br[C:3]1[CH:14]=[N:13][C:6]2[NH:7][C:8](=[O:12])[CH2:9][NH:10][CH2:11][C:5]=2[CH:4]=1.[CH3:15][N:16]([CH2:21][C:22]1[O:23][C:24]2[CH:31]=[CH:30][CH:29]=[CH:28][C:25]=2[C:26]=1[CH3:27])[C:17](=[O:20])[CH:18]=[CH2:19].C(N(C(C)C)C(C)C)C.CC1C=CC=CC=1P(C1C=CC=CC=1C)C1C=CC=CC=1C. The catalyst is C(#N)CC.CN(C=O)C.C(Cl)Cl.CO.CC([O-])=O.CC([O-])=O.[Pd+2]. The product is [CH3:15][N:16]([CH2:21][C:22]1[O:23][C:24]2[CH:31]=[CH:30][CH:29]=[CH:28][C:25]=2[C:26]=1[CH3:27])[C:17](=[O:20])/[CH:18]=[CH:19]/[C:3]1[CH:14]=[N:13][C:6]2[NH:7][C:8](=[O:12])[CH2:9][NH:10][CH2:11][C:5]=2[CH:4]=1. The yield is 0.470.